From a dataset of CYP1A2 inhibition data for predicting drug metabolism from PubChem BioAssay. Regression/Classification. Given a drug SMILES string, predict its absorption, distribution, metabolism, or excretion properties. Task type varies by dataset: regression for continuous measurements (e.g., permeability, clearance, half-life) or binary classification for categorical outcomes (e.g., BBB penetration, CYP inhibition). Dataset: cyp1a2_veith. (1) The molecule is COc1ccccc1/C=C/C(=O)c1c2c(c(C)[nH]c1=O)CCCC2. The result is 1 (inhibitor). (2) The drug is C[C@@H]1O[C@@H](O[C@H]2C[C@@H](O)[C@]3(CO)[C@@H]4[C@@H](O)C[C@]5(C)[C@H](C6=CC(=O)OC6)CC[C@@]5(O)[C@H]4CC[C@@]3(O)C2)[C@H](O)[C@H](O)[C@@H]1O. The result is 0 (non-inhibitor).